This data is from Catalyst prediction with 721,799 reactions and 888 catalyst types from USPTO. The task is: Predict which catalyst facilitates the given reaction. (1) Reactant: [CH:1]1([CH:7]([NH:28][C:29]2[CH:34]=[CH:33][C:32]([C:35]([N:37]([CH3:45])[CH2:38][CH2:39][C:40]([O:42]CC)=[O:41])=[O:36])=[CH:31][CH:30]=2)[C:8]2[O:9][C:10]3[CH:17]=[CH:16][C:15]([NH:18][S:19]([C:22]4[CH:27]=[CH:26][CH:25]=[CH:24][CH:23]=4)(=[O:21])=[O:20])=[CH:14][C:11]=3[C:12]=2[CH3:13])[CH2:6][CH2:5][CH2:4][CH2:3][CH2:2]1.O1CCCC1.[OH-].[Na+]. Product: [CH:1]1([CH:7]([NH:28][C:29]2[CH:30]=[CH:31][C:32]([C:35]([N:37]([CH3:45])[CH2:38][CH2:39][C:40]([OH:42])=[O:41])=[O:36])=[CH:33][CH:34]=2)[C:8]2[O:9][C:10]3[CH:17]=[CH:16][C:15]([NH:18][S:19]([C:22]4[CH:27]=[CH:26][CH:25]=[CH:24][CH:23]=4)(=[O:21])=[O:20])=[CH:14][C:11]=3[C:12]=2[CH3:13])[CH2:6][CH2:5][CH2:4][CH2:3][CH2:2]1. The catalyst class is: 8. (2) Reactant: [Br-].[Br:2][CH2:3][P+](C1C=CC=CC=1)(C1C=CC=CC=1)C1C=CC=CC=1.CC(C)([O-])C.[K+].[Cl:29][C:30]1[CH:37]=[CH:36][CH:35]=[C:34]([Cl:38])[C:31]=1[CH:32]=O. Product: [Br:2]/[CH:3]=[CH:32]/[C:31]1[C:30]([Cl:29])=[CH:37][CH:36]=[CH:35][C:34]=1[Cl:38]. The catalyst class is: 1. (3) Reactant: Br[CH2:2][CH2:3][C:4]1([CH2:10]Br)[CH2:9][CH2:8][O:7][CH2:6][CH2:5]1.[F:12][C:13]1[C:14]([CH3:24])=[C:15]([CH2:19][C:20]([O:22][CH3:23])=[O:21])[CH:16]=[CH:17][CH:18]=1.[H-].[Na+]. Product: [F:12][C:13]1[C:14]([CH3:24])=[C:15]([C:19]2([C:20]([O:22][CH3:23])=[O:21])[CH2:2][CH2:3][C:4]3([CH2:9][CH2:8][O:7][CH2:6][CH2:5]3)[CH2:10]2)[CH:16]=[CH:17][CH:18]=1. The catalyst class is: 3. (4) Reactant: [CH3:1][O:2][C:3]1[CH:12]=[CH:11][C:10]2[C:5](=[CH:6][CH:7]=[C:8]([C:13]3[CH:18]=[CH:17][CH:16]=[C:15]([O:19][CH3:20])[CH:14]=3)[CH:9]=2)[C:4]=1[C:21]([OH:23])=O.[NH2:24][C:25]1[S:26][C:27]([CH3:30])=[N:28][N:29]=1. Product: [CH3:1][O:2][C:3]1[CH:12]=[CH:11][C:10]2[C:5](=[CH:6][CH:7]=[C:8]([C:13]3[CH:18]=[CH:17][CH:16]=[C:15]([O:19][CH3:20])[CH:14]=3)[CH:9]=2)[C:4]=1[C:21]([NH:24][C:25]1[S:26][C:27]([CH3:30])=[N:28][N:29]=1)=[O:23]. The catalyst class is: 28.